Dataset: Forward reaction prediction with 1.9M reactions from USPTO patents (1976-2016). Task: Predict the product of the given reaction. (1) Given the reactants [CH3:1][O:2][C:3](=[O:21])[C@@H:4]([NH:13][C:14]([O:16][C:17]([CH3:20])([CH3:19])[CH3:18])=[O:15])[CH2:5][C:6]1[CH:11]=[CH:10][C:9]([NH2:12])=[CH:8][CH:7]=1.[Cl:22][C:23]1[CH:31]=[CH:30][CH:29]=[C:28]([Cl:32])[C:24]=1[C:25](Cl)=[O:26].CCN(C(C)C)C(C)C, predict the reaction product. The product is: [CH3:1][O:2][C:3](=[O:21])[C@@H:4]([NH:13][C:14]([O:16][C:17]([CH3:18])([CH3:20])[CH3:19])=[O:15])[CH2:5][C:6]1[CH:11]=[CH:10][C:9]([NH:12][C:25](=[O:26])[C:24]2[C:23]([Cl:22])=[CH:31][CH:30]=[CH:29][C:28]=2[Cl:32])=[CH:8][CH:7]=1. (2) Given the reactants [CH3:1][C@@:2]1([CH2:20][O:21][S:22]([C:25]2[CH:30]=[CH:29][C:28]([CH3:31])=[CH:27][CH:26]=2)(=[O:24])=[O:23])[O:7][C:6]2[C:8](OS(C(F)(F)F)(=O)=O)=[CH:9][CH:10]=[CH:11][C:5]=2[O:4][CH2:3]1.[C:32]1(B(O)O)[CH:37]=[CH:36][CH:35]=[CH:34][CH:33]=1, predict the reaction product. The product is: [CH3:1][C@@:2]1([CH2:20][O:21][S:22]([C:25]2[CH:26]=[CH:27][C:28]([CH3:31])=[CH:29][CH:30]=2)(=[O:23])=[O:24])[O:7][C:6]2[C:8]([C:32]3[CH:37]=[CH:36][CH:35]=[CH:34][CH:33]=3)=[CH:9][CH:10]=[CH:11][C:5]=2[O:4][CH2:3]1.